From a dataset of Forward reaction prediction with 1.9M reactions from USPTO patents (1976-2016). Predict the product of the given reaction. (1) Given the reactants C([N:4]1[CH2:26][CH2:25][C:7]2[N:8]([CH2:16][CH:17]([C:19]3[CH:20]=[N:21][CH:22]=[CH:23][CH:24]=3)[OH:18])[C:9]3[CH:10]=[CH:11][C:12]([CH3:15])=[CH:13][C:14]=3[C:6]=2[CH2:5]1)C=C.CN1C(=O)CC(=O)N(C)C1=O, predict the reaction product. The product is: [CH3:15][C:12]1[CH:11]=[CH:10][C:9]2[N:8]([CH2:16][CH:17]([C:19]3[CH:20]=[N:21][CH:22]=[CH:23][CH:24]=3)[OH:18])[C:7]3[CH2:25][CH2:26][NH:4][CH2:5][C:6]=3[C:14]=2[CH:13]=1. (2) Given the reactants Cl[C:2]1[CH:7]=[CH:6][C:5]([C:8](=[O:10])[CH3:9])=[CH:4][C:3]=1[C:11]([F:14])([F:13])[F:12].[C:15]1(B(O)O)[CH:20]=[CH:19][CH:18]=[CH:17][CH:16]=1.[F-].[K+], predict the reaction product. The product is: [C:15]1([C:2]2[CH:7]=[CH:6][C:5]([C:8](=[O:10])[CH3:9])=[CH:4][C:3]=2[C:11]([F:14])([F:13])[F:12])[CH:20]=[CH:19][CH:18]=[CH:17][CH:16]=1. (3) Given the reactants Br[C:2]1[S:6][C:5]([C:7]2[S:8][C:9]([CH2:12][CH2:13][CH2:14][CH2:15][CH2:16][CH3:17])=[CH:10][CH:11]=2)=[CH:4][CH:3]=1.[CH3:18][Si:19]([C:22]#[CH:23])([CH3:21])[CH3:20], predict the reaction product. The product is: [CH2:12]([C:9]1[S:8][C:7]([C:5]2[S:6][C:2]([C:23]#[C:22][Si:19]([CH3:21])([CH3:20])[CH3:18])=[CH:3][CH:4]=2)=[CH:11][CH:10]=1)[CH2:13][CH2:14][CH2:15][CH2:16][CH3:17]. (4) Given the reactants [NH2:1][CH:2](C)[CH2:3][CH2:4][CH2:5][CH2:6][C:7]([OH:9])=[O:8].[C:11](O[C:11]([O:13][C:14]([CH3:17])([CH3:16])[CH3:15])=[O:12])([O:13][C:14]([CH3:17])([CH3:16])[CH3:15])=[O:12], predict the reaction product. The product is: [C:14]([O:13][C:11]([NH:1][CH2:2][CH2:3][CH2:4][CH2:5][CH2:6][C:7]([OH:9])=[O:8])=[O:12])([CH3:17])([CH3:16])[CH3:15]. (5) Given the reactants [Br:1][C:2]1[CH:3]=[C:4]([C:10]([O:12][CH3:13])=[O:11])[N:5]([CH2:7][C:8]#[N:9])[CH:6]=1.B.C1COCC1, predict the reaction product. The product is: [NH2:9][CH2:8][CH2:7][N:5]1[CH:6]=[C:2]([Br:1])[CH:3]=[C:4]1[C:10]([O:12][CH3:13])=[O:11]. (6) Given the reactants [C:1]([C:3]1[CH:9]=[CH:8][C:7]([C:10]2[N:11]=[C:12]3[CH:17]=[CH:16][C:15]([C:18]4[CH:23]=[CH:22][CH:21]=[CH:20][C:19]=4[F:24])=[N:14][N:13]3[CH:25]=2)=[CH:6][C:4]=1[NH2:5])#[CH:2].N1C=CC=CC=1.[CH3:32][C:33]([CH3:38])([CH3:37])[C:34](Cl)=[O:35], predict the reaction product. The product is: [C:1]([C:3]1[CH:9]=[CH:8][C:7]([C:10]2[N:11]=[C:12]3[CH:17]=[CH:16][C:15]([C:18]4[CH:23]=[CH:22][CH:21]=[CH:20][C:19]=4[F:24])=[N:14][N:13]3[CH:25]=2)=[CH:6][C:4]=1[NH:5][C:34](=[O:35])[C:33]([CH3:38])([CH3:37])[CH3:32])#[CH:2]. (7) Given the reactants [Cl:1][C:2]1[CH:32]=[CH:31][C:5]([O:6][C:7]2[CH:12]=[CH:11][C:10]([S:13]([N:16]([C:24]3[N:25]=[CH:26][S:27][CH:28]=3)[C:17](=[O:23])[O:18][C:19]([CH3:22])([CH3:21])[CH3:20])(=[O:15])=[O:14])=[CH:9][C:8]=2[C:29]#[N:30])=[C:4]([C:33]2[N:37]([CH:38]3[CH2:41][N:40](C(C4C=CC=CC=4)C4C=CC=CC=4)[CH2:39]3)[N:36]=[CH:35][CH:34]=2)[CH:3]=1.CN(C)C1C2C(=CC=CC=2N(C)C)C=CC=1.ClC(OC(Cl)C)=O, predict the reaction product. The product is: [NH:40]1[CH2:39][CH:38]([N:37]2[C:33]([C:4]3[CH:3]=[C:2]([Cl:1])[CH:32]=[CH:31][C:5]=3[O:6][C:7]3[CH:12]=[CH:11][C:10]([S:13]([N:16]([C:24]4[N:25]=[CH:26][S:27][CH:28]=4)[C:17](=[O:23])[O:18][C:19]([CH3:22])([CH3:20])[CH3:21])(=[O:15])=[O:14])=[CH:9][C:8]=3[C:29]#[N:30])=[CH:34][CH:35]=[N:36]2)[CH2:41]1. (8) Given the reactants Cl[C:2]1[C:11]2[C:6](=[C:7]([C:12]3[CH:17]=[CH:16][CH:15]=[CH:14][CH:13]=3)[CH:8]=[CH:9][CH:10]=2)[CH:5]=[CH:4][N:3]=1.[N+:18]([C:21]1[CH:22]=[C:23]([CH:25]=[CH:26][CH:27]=1)[NH2:24])([O-:20])=[O:19].C(=O)([O-])[O-].[K+].[K+], predict the reaction product. The product is: [N+:18]([C:21]1[CH:22]=[C:23]([NH:24][C:2]2[C:11]3[C:6](=[C:7]([C:12]4[CH:17]=[CH:16][CH:15]=[CH:14][CH:13]=4)[CH:8]=[CH:9][CH:10]=3)[CH:5]=[CH:4][N:3]=2)[CH:25]=[CH:26][CH:27]=1)([O-:20])=[O:19].